Dataset: Reaction yield outcomes from USPTO patents with 853,638 reactions. Task: Predict the reaction yield, written as a fraction of the theoretical maximum amount of product (1.0 means a 100% yield; for example, 0.34 means a 34% yield). (1) The reactants are [NH:1]1[C:9]2[C:4](=[CH:5][C:6]([C:10]3[O:14][N:13]=[C:12]([C:15]([O:17]CC)=[O:16])[CH:11]=3)=[CH:7][CH:8]=2)[CH:3]=[N:2]1.CO.O.[OH-].[K+]. The catalyst is C1COCC1. The product is [NH:1]1[C:9]2[C:4](=[CH:5][C:6]([C:10]3[O:14][N:13]=[C:12]([C:15]([OH:17])=[O:16])[CH:11]=3)=[CH:7][CH:8]=2)[CH:3]=[N:2]1. The yield is 0.930. (2) The reactants are [Cl:1][C:2]1[CH:7]=[C:6](/[CH:8]=[CH:9]/[CH:10]([C:15]2[CH:20]=[C:19]([Cl:21])[C:18]([Cl:22])=[C:17]([Cl:23])[CH:16]=2)[C:11]([F:14])([F:13])[F:12])[CH:5]=[CH:4][C:3]=1[CH2:24][NH2:25].Cl[C:27](=[O:32])[C:28]([O:30][CH3:31])=[O:29]. The catalyst is C(Cl)Cl. The product is [Cl:1][C:2]1[CH:7]=[C:6](/[CH:8]=[CH:9]/[CH:10]([C:15]2[CH:20]=[C:19]([Cl:21])[C:18]([Cl:22])=[C:17]([Cl:23])[CH:16]=2)[C:11]([F:14])([F:13])[F:12])[CH:5]=[CH:4][C:3]=1[CH2:24][NH:25][C:27](=[O:32])[C:28]([O:30][CH3:31])=[O:29]. The yield is 0.500. (3) The reactants are O[C@H:2]([C:37]1[C:65]([F:66])=[CH:64][C:40]2[N:41]([CH2:56][O:57][CH2:58][CH2:59][Si:60]([CH3:63])([CH3:62])[CH3:61])[C:42]([C@@H:44]3[CH2:48][CH2:47][CH2:46][N:45]3[C:49]([O:51][C:52]([CH3:55])([CH3:54])[CH3:53])=[O:50])=[N:43][C:39]=2[CH:38]=1)[CH2:3][CH2:4][C@@H:5]([C:7]1[C:35]([F:36])=[CH:34][C:10]2[N:11]([CH2:26][O:27][CH2:28][CH2:29][Si:30]([CH3:33])([CH3:32])[CH3:31])[C:12]([C@@H:14]3[CH2:18][CH2:17][CH2:16][N:15]3[C:19]([O:21][C:22]([CH3:25])([CH3:24])[CH3:23])=[O:20])=[N:13][C:9]=2[CH:8]=1)O.C(N(CC)CC)C.S(Cl)(C)(=O)=O.[C:79]([C:83]1[CH:89]=[CH:88][C:86]([NH2:87])=[CH:85][CH:84]=1)([CH3:82])([CH3:81])[CH3:80]. The catalyst is C(Cl)Cl.CCOC(C)=O. The product is [C:79]([C:83]1[CH:84]=[CH:85][C:86]([N:87]2[C@@H:2]([C:37]3[C:65]([F:66])=[CH:64][C:40]4[N:41]([CH2:56][O:57][CH2:58][CH2:59][Si:60]([CH3:62])([CH3:61])[CH3:63])[C:42]([C@@H:44]5[CH2:48][CH2:47][CH2:46][N:45]5[C:49]([O:51][C:52]([CH3:53])([CH3:54])[CH3:55])=[O:50])=[N:43][C:39]=4[CH:38]=3)[CH2:3][CH2:4][C@@H:5]2[C:7]2[C:35]([F:36])=[CH:34][C:10]3[N:11]([CH2:26][O:27][CH2:28][CH2:29][Si:30]([CH3:31])([CH3:32])[CH3:33])[C:12]([C@@H:14]4[CH2:18][CH2:17][CH2:16][N:15]4[C:19]([O:21][C:22]([CH3:24])([CH3:23])[CH3:25])=[O:20])=[N:13][C:9]=3[CH:8]=2)=[CH:88][CH:89]=1)([CH3:82])([CH3:80])[CH3:81]. The yield is 0.410. (4) The reactants are [Si:1](Cl)([C:4]([CH3:7])([CH3:6])[CH3:5])([CH3:3])[CH3:2].[Br:9][C:10]1[CH:15]=[CH:14][C:13]([CH:16]([OH:22])[CH2:17][CH2:18][CH2:19][CH2:20][CH3:21])=[CH:12][CH:11]=1.N1C=CN=C1. The catalyst is CN(C=O)C.CCOCC. The product is [Br:9][C:10]1[CH:11]=[CH:12][C:13]([CH:16]([O:22][Si:1]([C:4]([CH3:7])([CH3:6])[CH3:5])([CH3:3])[CH3:2])[CH2:17][CH2:18][CH2:19][CH2:20][CH3:21])=[CH:14][CH:15]=1. The yield is 0.630. (5) The reactants are [CH2:1]([O:8][C:9]1[CH:18]=[C:17]2[C:12]([C:13](Cl)=[CH:14][CH:15]=[N:16]2)=[CH:11][C:10]=1[C:20]#[N:21])[C:2]1[CH:7]=[CH:6][CH:5]=[CH:4][CH:3]=1.[N+:22]([C:25]1[CH:30]=[CH:29][C:28]([OH:31])=[CH:27][CH:26]=1)([O-:24])=[O:23].N1C(C)=CC=CC=1C.[Na]. The catalyst is O1CCCC1. The product is [CH2:1]([O:8][C:9]1[CH:18]=[C:17]2[C:12]([C:13]([O:31][C:28]3[CH:29]=[CH:30][C:25]([N+:22]([O-:24])=[O:23])=[CH:26][CH:27]=3)=[CH:14][CH:15]=[N:16]2)=[CH:11][C:10]=1[C:20]#[N:21])[C:2]1[CH:7]=[CH:6][CH:5]=[CH:4][CH:3]=1. The yield is 0.526. (6) The reactants are [Cl:1][C:2]1[CH:3]=[C:4]([CH:8]=[C:9]([NH:11][CH3:12])[N:10]=1)[C:5]([OH:7])=[O:6].S(Cl)(Cl)=O.Cl.[CH3:18]O. No catalyst specified. The product is [Cl:1][C:2]1[CH:3]=[C:4]([CH:8]=[C:9]([NH:11][CH3:12])[N:10]=1)[C:5]([O:7][CH3:18])=[O:6]. The yield is 0.580.